Task: Predict the product of the given reaction.. Dataset: Forward reaction prediction with 1.9M reactions from USPTO patents (1976-2016) Given the reactants [CH3:1][O:2][C:3](=[O:18])[C:4]1[CH:16]=[C:15](I)[CH:14]=[C:6]([C:7]([N:9]([CH3:13])[CH2:10][CH2:11][CH3:12])=[O:8])[CH:5]=1.[F:19][C:20]1[CH:25]=[CH:24][CH:23]=[CH:22][C:21]=1B(O)O.C(=O)([O-])[O-].[K+].[K+], predict the reaction product. The product is: [CH3:1][O:2][C:3]([C:4]1[CH:16]=[C:15]([C:21]2[CH:22]=[CH:23][CH:24]=[CH:25][C:20]=2[F:19])[CH:14]=[C:6]([C:7](=[O:8])[N:9]([CH3:13])[CH2:10][CH2:11][CH3:12])[CH:5]=1)=[O:18].